This data is from Forward reaction prediction with 1.9M reactions from USPTO patents (1976-2016). The task is: Predict the product of the given reaction. (1) Given the reactants [NH:1]([C:29]([O:31][C:32]([CH3:35])([CH3:34])[CH3:33])=[O:30])[C@H:2]([C:26](O)=O)[CH2:3][C:4](=[O:25])[NH:5][C:6]([C:19]1[CH:24]=[CH:23][CH:22]=[CH:21][CH:20]=1)([C:13]1[CH:18]=[CH:17][CH:16]=[CH:15][CH:14]=1)[C:7]1[CH:12]=[CH:11][CH:10]=[CH:9][CH:8]=1.CN1CCOCC1.ClC(OCC(C)C)=O.[CH2:51]([C:56]1[CH:57]=[C:58]([NH2:63])[C:59]([NH2:62])=[CH:60][CH:61]=1)[C:52]([CH3:55])([CH3:54])[CH3:53].C(O)(=O)C, predict the reaction product. The product is: [CH2:51]([C:56]1[CH:61]=[CH:60][C:59]2[NH:62][C:26]([C@@H:2]([NH:1][C:29](=[O:30])[O:31][C:32]([CH3:35])([CH3:34])[CH3:33])[CH2:3][C:4](=[O:25])[NH:5][C:6]([C:7]3[CH:12]=[CH:11][CH:10]=[CH:9][CH:8]=3)([C:19]3[CH:20]=[CH:21][CH:22]=[CH:23][CH:24]=3)[C:13]3[CH:14]=[CH:15][CH:16]=[CH:17][CH:18]=3)=[N:63][C:58]=2[CH:57]=1)[C:52]([CH3:55])([CH3:54])[CH3:53]. (2) Given the reactants [C:1]([CH2:3][CH2:4][C:5]([C:14]1[CH:19]=[CH:18][C:17]([N+:20]([O-:22])=[O:21])=[CH:16][C:15]=1[F:23])(C(OC)=O)C(OC)=O)#[N:2].[Cl-].[Na+].O, predict the reaction product. The product is: [F:23][C:15]1[CH:16]=[C:17]([N+:20]([O-:22])=[O:21])[CH:18]=[CH:19][C:14]=1[CH2:5][CH2:4][CH2:3][C:1]#[N:2]. (3) Given the reactants [N+:1]([C:4]1[CH:10]=[C:9]([Cl:11])[CH:8]=[CH:7][C:5]=1[NH2:6])([O-:3])=[O:2].N1C=CC=CC=1.[C:18]1([S:24](Cl)(=[O:26])=[O:25])[CH:23]=[CH:22][CH:21]=[CH:20][CH:19]=1.O, predict the reaction product. The product is: [C:18]1([S:24]([NH:6][C:5]2[CH:7]=[CH:8][C:9]([Cl:11])=[CH:10][C:4]=2[N+:1]([O-:3])=[O:2])(=[O:26])=[O:25])[CH:23]=[CH:22][CH:21]=[CH:20][CH:19]=1. (4) Given the reactants [OH:1][C:2]1[CH:28]=[CH:27][C:5]2[N:6]=[C:7]([C:9]3[N:14]=[CH:13][C:12]([O:15][CH2:16][C@@H:17]([NH:19][C:20](=[O:26])[O:21][C:22]([CH3:25])([CH3:24])[CH3:23])[CH3:18])=[CH:11][CH:10]=3)[O:8][C:4]=2[CH:3]=1.I[CH2:30][CH3:31].C(=O)([O-])[O-].[K+].[K+].CN(C=O)C, predict the reaction product. The product is: [CH2:30]([O:1][C:2]1[CH:28]=[CH:27][C:5]2[N:6]=[C:7]([C:9]3[N:14]=[CH:13][C:12]([O:15][CH2:16][C@@H:17]([NH:19][C:20](=[O:26])[O:21][C:22]([CH3:23])([CH3:24])[CH3:25])[CH3:18])=[CH:11][CH:10]=3)[O:8][C:4]=2[CH:3]=1)[CH3:31]. (5) Given the reactants [Cl:1][C:2]1[CH:9]=[C:8]([N:10]([CH2:16][CH:17]2[CH2:22][CH2:21][CH2:20][CH2:19][CH2:18]2)[C@H:11]2[CH2:15][CH2:14][NH:13][CH2:12]2)[CH:7]=[CH:6][C:3]=1[C:4]#[N:5].[C:23]1([CH2:29][S:30](Cl)(=[O:32])=[O:31])[CH:28]=[CH:27][CH:26]=[CH:25][CH:24]=1, predict the reaction product. The product is: [Cl:1][C:2]1[CH:9]=[C:8]([N:10]([CH2:16][CH:17]2[CH2:22][CH2:21][CH2:20][CH2:19][CH2:18]2)[C@H:11]2[CH2:15][CH2:14][N:13]([S:30]([CH2:29][C:23]3[CH:28]=[CH:27][CH:26]=[CH:25][CH:24]=3)(=[O:32])=[O:31])[CH2:12]2)[CH:7]=[CH:6][C:3]=1[C:4]#[N:5]. (6) Given the reactants [N+:1]([C:4]1[CH:24]=[CH:23][C:7]2[S:8][C:9]([C:19]([O:21]C)=O)=[C:10](OS(C(F)(F)F)(=O)=O)[C:6]=2[CH:5]=1)([O-:3])=[O:2].[NH2:25][CH2:26][CH2:27][SH:28].C1CCN2C(=NCCC2)CC1, predict the reaction product. The product is: [N+:1]([C:4]1[CH:24]=[CH:23][C:7]2[S:8][C:9]3[C:19](=[O:21])[NH:25][CH2:26][CH2:27][S:28][C:10]=3[C:6]=2[CH:5]=1)([O-:3])=[O:2]. (7) Given the reactants [Cl:1][C:2]1[CH:7]=[C:6]([C:8]2[N:13]=[N:12][C:11](SC)=[N:10][CH:9]=2)[CH:5]=[C:4]([Cl:16])[C:3]=1[OH:17].[Cl:18][C:19]1[C:26]([Cl:27])=[CH:25][CH:24]=[CH:23][C:20]=1[CH2:21][NH2:22], predict the reaction product. The product is: [Cl:1][C:2]1[CH:7]=[C:6]([C:8]2[N:13]=[N:12][C:11]([NH:22][CH2:21][C:20]3[CH:23]=[CH:24][CH:25]=[C:26]([Cl:27])[C:19]=3[Cl:18])=[N:10][CH:9]=2)[CH:5]=[C:4]([Cl:16])[C:3]=1[OH:17].